The task is: Predict the reactants needed to synthesize the given product.. This data is from Full USPTO retrosynthesis dataset with 1.9M reactions from patents (1976-2016). (1) Given the product [Cl:39][C:24]1[C:25]([NH:27][C@@H:28]2[CH2:33][CH2:32][CH2:31][CH2:30][C@H:29]2[NH:34][S:35]([CH3:38])(=[O:37])=[O:36])=[N:26][C:21]([NH:16][C:13]2[CH:14]=[CH:15][C:8]3[CH2:7][CH2:6][CH:5]([NH:4][CH2:3][CH:2]([F:19])[F:1])[CH2:11][CH2:10][C:9]=3[CH:12]=2)=[N:22][CH:23]=1, predict the reactants needed to synthesize it. The reactants are: [F:1][CH:2]([F:19])[CH2:3][NH:4][CH:5]1[CH2:11][CH2:10][C:9]2[C:12](OC)=[C:13]([NH2:16])[CH:14]=[CH:15][C:8]=2[CH2:7][CH2:6]1.Cl[C:21]1[N:26]=[C:25]([NH:27][C@@H:28]2[CH2:33][CH2:32][CH2:31][CH2:30][C@H:29]2[NH:34][S:35]([CH3:38])(=[O:37])=[O:36])[C:24]([Cl:39])=[CH:23][N:22]=1. (2) The reactants are: [N:1]([C:4]1[CH:9]=[CH:8][CH:7]=[C:6]([N+:10]([O-:12])=[O:11])[CH:5]=1)=[N+:2]=[N-:3].[CH3:13][Si:14]([C:17]#[CH:18])([CH3:16])[CH3:15]. Given the product [N+:10]([C:6]1[CH:5]=[C:4]([N:1]2[CH:18]=[C:17]([Si:14]([CH3:16])([CH3:15])[CH3:13])[N:3]=[N:2]2)[CH:9]=[CH:8][CH:7]=1)([O-:12])=[O:11], predict the reactants needed to synthesize it. (3) Given the product [C:5]12([CH2:15][C:16]([NH:18][C:19]3[CH:28]=[CH:27][CH:26]=[C:25]4[C:20]=3[CH2:21][CH2:22][N:23]([CH2:30][CH2:31][OH:32])[C:24]4=[O:29])=[O:17])[CH2:14][CH:9]3[CH2:8][CH:7]([CH2:13][CH:11]([CH2:10]3)[CH2:12]1)[CH2:6]2, predict the reactants needed to synthesize it. The reactants are: C(O)(=O)C.[C:5]12([CH2:15][C:16]([NH:18][C:19]3[CH:28]=[CH:27][CH:26]=[C:25]4[C:20]=3[CH:21]=[CH:22][N:23]([CH2:30][CH2:31][OH:32])[C:24]4=[O:29])=[O:17])[CH2:14][CH:9]3[CH2:10][CH:11]([CH2:13][CH:7]([CH2:8]3)[CH2:6]1)[CH2:12]2.